From a dataset of Reaction yield outcomes from USPTO patents with 853,638 reactions. Predict the reaction yield, written as a fraction of the theoretical maximum amount of product (1.0 means a 100% yield; for example, 0.34 means a 34% yield). (1) The reactants are [Cl:1][C:2]1[CH:7]=[CH:6][CH:5]=[C:4]([O:8][CH3:9])[N:3]=1.C([Li])(C)(C)C.CN(C)[CH:17]=[O:18].C(=O)=O. The catalyst is O1CCCC1. The product is [Cl:1][C:2]1[N:3]=[C:4]([O:8][CH3:9])[C:5]([CH:17]=[O:18])=[CH:6][CH:7]=1. The yield is 0.920. (2) The yield is 0.240. The catalyst is C([O-])(=O)C.[Pd+2].C([O-])(=O)C.O1CCOCC1.C1COCC1. The product is [Cl:20][C:5]1[C:6]([NH:8][C:9]2[CH:19]=[CH:18][CH:17]=[CH:16][C:10]=2[C:11]([NH:13][O:14][CH3:15])=[O:12])=[CH:7][C:2]([NH:28][C:27]2[N:23]([CH2:21][CH3:22])[N:24]=[C:25]([CH3:29])[CH:26]=2)=[N:3][CH:4]=1. The reactants are Cl[C:2]1[CH:7]=[C:6]([NH:8][C:9]2[CH:19]=[CH:18][CH:17]=[CH:16][C:10]=2[C:11]([NH:13][O:14][CH3:15])=[O:12])[C:5]([Cl:20])=[CH:4][N:3]=1.[CH2:21]([N:23]1[C:27]([NH2:28])=[CH:26][C:25]([CH3:29])=[N:24]1)[CH3:22].C(=O)([O-])[O-].[Cs+].[Cs+].C1(P(C2C=CC=CC=2)C2C=CC3C(=CC=CC=3)C=2C2C3C(=CC=CC=3)C=CC=2P(C2C=CC=CC=2)C2C=CC=CC=2)C=CC=CC=1.